This data is from Forward reaction prediction with 1.9M reactions from USPTO patents (1976-2016). The task is: Predict the product of the given reaction. (1) Given the reactants C(OC([N:6]1[C:10]2[S:11][C:12]([C:14](OCC)=[O:15])=[CH:13][C:9]=2[C:8]([NH:19][C:20](=[O:34])[C:21]2[CH:26]=[CH:25][C:24]([N:27]3[CH2:32][CH2:31][N:30]([CH3:33])[CH2:29][CH2:28]3)=[CH:23][CH:22]=2)=[N:7]1)C)C.C[Al](C)C.[Cl:39][C:40]1[CH:45]=[CH:44][C:43]([N:46]([CH3:48])[NH2:47])=[CH:42][CH:41]=1.Cl, predict the reaction product. The product is: [Cl:39][C:40]1[CH:45]=[CH:44][C:43]([N:46]([CH3:48])[NH:47][C:14]([C:12]2[S:11][C:10]3[NH:6][N:7]=[C:8]([NH:19][C:20](=[O:34])[C:21]4[CH:22]=[CH:23][C:24]([N:27]5[CH2:28][CH2:29][N:30]([CH3:33])[CH2:31][CH2:32]5)=[CH:25][CH:26]=4)[C:9]=3[CH:13]=2)=[O:15])=[CH:42][CH:41]=1. (2) Given the reactants [CH:1]([C:4]1[CH:8]=[N:7][N:6]([C:9]2[CH:14]=[CH:13][CH:12]=[CH:11][C:10]=2[O:15][C:16]([F:19])([F:18])[F:17])[C:5]=1[CH2:20][O:21][C:22]1[N:27]=[C:26]([CH3:28])[C:25]([N+:29]([O-])=O)=[CH:24][CH:23]=1)([CH3:3])[CH3:2], predict the reaction product. The product is: [CH:1]([C:4]1[CH:8]=[N:7][N:6]([C:9]2[CH:14]=[CH:13][CH:12]=[CH:11][C:10]=2[O:15][C:16]([F:19])([F:17])[F:18])[C:5]=1[CH2:20][O:21][C:22]1[N:27]=[C:26]([CH3:28])[C:25]([NH2:29])=[CH:24][CH:23]=1)([CH3:3])[CH3:2]. (3) Given the reactants Cl[C:2]1[C:7]([CH:8]=[O:9])=[C:6]([N:10]2[CH2:22][CH2:21][N:13]3[C:14]4[CH2:15][CH2:16][CH2:17][CH2:18][C:19]=4[CH:20]=[C:12]3[C:11]2=[O:23])[N:5]=[CH:4][CH:3]=1.[CH3:24][N:25]1[CH:30]=[C:29](B2OC(C)(C)C(C)(C)O2)[CH:28]=[C:27]([NH:40][C:41]2[CH:46]=[CH:45][C:44]([N:47]3[CH2:52][CH2:51][N:50]([CH:53]4[CH2:56][O:55][CH2:54]4)[CH2:49][C@H:48]3[CH3:57])=[CH:43][N:42]=2)[C:26]1=[O:58].[O-]P([O-])([O-])=O.[K+].[K+].[K+].C([O-])(=O)C.[Na+], predict the reaction product. The product is: [CH3:24][N:25]1[C:26](=[O:58])[C:27]([NH:40][C:41]2[CH:46]=[CH:45][C:44]([N:47]3[CH2:52][CH2:51][N:50]([CH:53]4[CH2:54][O:55][CH2:56]4)[CH2:49][C@H:48]3[CH3:57])=[CH:43][N:42]=2)=[CH:28][C:29]([C:2]2[C:7]([CH:8]=[O:9])=[C:6]([N:10]3[CH:22]=[CH:21][N:13]4[C:14]5[CH2:15][CH2:16][CH2:17][CH2:18][C:19]=5[CH:20]=[C:12]4[C:11]3=[O:23])[N:5]=[CH:4][CH:3]=2)=[CH:30]1. (4) Given the reactants [CH3:1][O:2][C:3]1[CH:8]=[CH:7][C:6]([CH2:9][C:10]#[N:11])=[CH:5][CH:4]=1.Br[CH2:13][CH2:14][CH2:15]Br.[H-].[Na+].CC(O)C, predict the reaction product. The product is: [CH3:1][O:2][C:3]1[CH:8]=[CH:7][C:6]([C:9]2([C:10]#[N:11])[CH2:15][CH2:14][CH2:13]2)=[CH:5][CH:4]=1. (5) Given the reactants [F:1][C:2]1[CH:11]=[C:10]2[C:5]([CH:6]=[CH:7][C:8](=[O:16])[N:9]2[CH2:12][C:13]([OH:15])=O)=[CH:4][C:3]=1[C:17]([F:20])([F:19])[F:18].[Br:21][C:22]1[C:23]([C:28]2[NH:32][N:31]=[CH:30][N:29]=2)=[C:24]([NH2:27])[S:25][CH:26]=1, predict the reaction product. The product is: [Br:21][C:22]1[C:23]([C:28]2[NH:32][N:31]=[CH:30][N:29]=2)=[C:24]([NH:27][C:13](=[O:15])[CH2:12][N:9]2[C:10]3[C:5](=[CH:4][C:3]([C:17]([F:19])([F:18])[F:20])=[C:2]([F:1])[CH:11]=3)[CH:6]=[CH:7][C:8]2=[O:16])[S:25][CH:26]=1. (6) Given the reactants Br[C:2]1[CH:11]=[CH:10][CH:9]=[C:8]2[C:3]=1[CH:4]=[CH:5][C:6]([S:12]([N:15]([CH2:22][C:23]1[CH:28]=[CH:27][C:26]([O:29][CH3:30])=[CH:25][CH:24]=1)[C:16]1[CH:21]=[CH:20][N:19]=[CH:18][N:17]=1)(=[O:14])=[O:13])=[CH:7]2.[B:31]1([B:31]2[O:35][C:34]([CH3:37])([CH3:36])[C:33]([CH3:39])([CH3:38])[O:32]2)[O:35][C:34]([CH3:37])([CH3:36])[C:33]([CH3:39])([CH3:38])[O:32]1.CC([O-])=O.[K+], predict the reaction product. The product is: [CH3:30][O:29][C:26]1[CH:27]=[CH:28][C:23]([CH2:22][N:15]([C:16]2[CH:21]=[CH:20][N:19]=[CH:18][N:17]=2)[S:12]([C:6]2[CH:5]=[CH:4][C:3]3[C:8](=[CH:9][CH:10]=[CH:11][C:2]=3[B:31]3[O:35][C:34]([CH3:37])([CH3:36])[C:33]([CH3:39])([CH3:38])[O:32]3)[CH:7]=2)(=[O:14])=[O:13])=[CH:24][CH:25]=1.